Predict the reaction yield, written as a fraction of the theoretical maximum amount of product (1.0 means a 100% yield; for example, 0.34 means a 34% yield). From a dataset of Reaction yield outcomes from USPTO patents with 853,638 reactions. (1) The reactants are [F:1][CH:2]([F:17])[S:3][C:4]1[C:13](=[O:14])[C:12]2[C:7](=[CH:8][C:9]([F:15])=[CH:10][CH:11]=2)[N:6]([CH3:16])[CH:5]=1.C1C=C(Cl)C=C(C(OO)=[O:26])C=1. The catalyst is C(Cl)Cl. The product is [F:17][CH:2]([F:1])[S:3]([C:4]1[C:13](=[O:14])[C:12]2[C:7](=[CH:8][C:9]([F:15])=[CH:10][CH:11]=2)[N:6]([CH3:16])[CH:5]=1)=[O:26]. The yield is 0.131. (2) The reactants are [OH-].[Na+].[C:3]1([S:9]([NH:12][C:13]2[CH:14]=[C:15]([CH:19]([OH:36])[CH2:20][NH:21][C:22]([CH3:35])([CH3:34])[CH2:23][CH2:24][N:25]3[CH:29]=[C:28]([C:30]([O:32]C)=[O:31])[N:27]=[CH:26]3)[CH:16]=[CH:17][CH:18]=2)(=[O:11])=[O:10])[CH:8]=[CH:7][CH:6]=[CH:5][CH:4]=1. The catalyst is O1CCCC1. The product is [C:3]1([S:9]([NH:12][C:13]2[CH:14]=[C:15]([CH:19]([OH:36])[CH2:20][NH:21][C:22]([CH3:34])([CH3:35])[CH2:23][CH2:24][N:25]3[CH:29]=[C:28]([C:30]([OH:32])=[O:31])[N:27]=[CH:26]3)[CH:16]=[CH:17][CH:18]=2)(=[O:11])=[O:10])[CH:8]=[CH:7][CH:6]=[CH:5][CH:4]=1. The yield is 0.980.